The task is: Predict the product of the given reaction.. This data is from Forward reaction prediction with 1.9M reactions from USPTO patents (1976-2016). (1) Given the reactants [OH:1][C:2]1[CH:7]=[CH:6][C:5]([CH2:8][C:9]([OH:11])=[O:10])=[CH:4][C:3]=1[O:12][CH3:13].[F:14][C:15]1[C:20](O)=[C:19]([F:22])[C:18]([F:23])=[C:17]([F:24])[C:16]=1[F:25].Cl.C(N=C=NCCCN(C)C)C, predict the reaction product. The product is: [F:14][C:15]1[C:20]([O:10][C:9](=[O:11])[CH2:8][C:5]2[CH:6]=[CH:7][C:2]([OH:1])=[C:3]([O:12][CH3:13])[CH:4]=2)=[C:19]([F:22])[C:18]([F:23])=[C:17]([F:24])[C:16]=1[F:25]. (2) Given the reactants [C:1]([O:5][CH2:6][CH2:7][CH2:8][CH3:9])(=[O:4])[CH:2]=[CH2:3].[C:10]([OH:14])(=[O:13])[CH:11]=[CH2:12], predict the reaction product. The product is: [C:1]([O:5][CH2:6][CH2:7][CH2:8][CH3:9])(=[O:4])[CH:2]=[CH2:3].[C:10]([OH:14])(=[O:13])[CH:11]=[CH2:12]. (3) The product is: [CH2:18]([O:5][C:4](=[O:6])[C:3]1[C:2]([F:1])=[CH:10][CH:9]=[CH:8][C:7]=1[O:11][CH2:4][C:3]1[CH:7]=[CH:8][CH:9]=[CH:10][CH:2]=1)[C:19]1[CH:24]=[CH:23][CH:22]=[CH:21][CH:20]=1. Given the reactants [F:1][C:2]1[CH:10]=[CH:9][CH:8]=[C:7]([OH:11])[C:3]=1[C:4]([OH:6])=[O:5].C(=O)([O-])[O-].[K+].[K+].[CH2:18](Br)[C:19]1[CH:24]=[CH:23][CH:22]=[CH:21][CH:20]=1.O, predict the reaction product. (4) Given the reactants [F:1][C:2]1[CH:7]=[CH:6][C:5]([N:8]2[C:16]3[CH2:15][CH2:14][CH2:13][N:12]([C:17](=[O:33])[CH:18]([N:23]4[C:27]([CH3:28])=[CH:26][C:25]([C:29]([F:32])([F:31])[F:30])=[N:24]4)[CH2:19][C:20](O)=[O:21])[C:11]=3[CH:10]=[N:9]2)=[CH:4][CH:3]=1.N.C[N:36](C(ON1N=NC2C=CC=NC1=2)=[N+](C)C)C.F[P-](F)(F)(F)(F)F, predict the reaction product. The product is: [F:1][C:2]1[CH:3]=[CH:4][C:5]([N:8]2[C:16]3[CH2:15][CH2:14][CH2:13][N:12]([C:17](=[O:33])[CH:18]([N:23]4[C:27]([CH3:28])=[CH:26][C:25]([C:29]([F:32])([F:30])[F:31])=[N:24]4)[CH2:19][C:20]([NH2:36])=[O:21])[C:11]=3[CH:10]=[N:9]2)=[CH:6][CH:7]=1. (5) Given the reactants [C:1]([O:5][CH:6]([C:10]1[C:11]([CH:29]([CH3:31])[CH3:30])=[N:12][C:13]2[C:14]([CH3:28])([CH3:27])[CH2:15][NH:16][CH2:17][C:18]=2[C:19]=1[C:20]1[CH:25]=[CH:24][C:23]([F:26])=[CH:22][CH:21]=1)[C:7]([OH:9])=[O:8])([CH3:4])([CH3:3])[CH3:2].CCN(CC)CC.[F:39][C:40]1[CH:45]=[CH:44][C:43]([CH2:46][C:47](Cl)=[O:48])=[CH:42][CH:41]=1, predict the reaction product. The product is: [C:1]([O:5][CH:6]([C:10]1[C:11]([CH:29]([CH3:31])[CH3:30])=[N:12][C:13]2[C:14]([CH3:28])([CH3:27])[CH2:15][N:16]([C:47](=[O:48])[CH2:46][C:43]3[CH:44]=[CH:45][C:40]([F:39])=[CH:41][CH:42]=3)[CH2:17][C:18]=2[C:19]=1[C:20]1[CH:21]=[CH:22][C:23]([F:26])=[CH:24][CH:25]=1)[C:7]([OH:9])=[O:8])([CH3:4])([CH3:3])[CH3:2]. (6) Given the reactants [CH:1]1([S:5]([C:8]2[CH:17]=[CH:16][CH:15]=[CH:14][C:9]=2[C:10]([O:12]C)=[O:11])(=[O:7])=[O:6])[CH2:4][CH2:3][CH2:2]1.[Li+].[OH-], predict the reaction product. The product is: [CH:1]1([S:5]([C:8]2[CH:17]=[CH:16][CH:15]=[CH:14][C:9]=2[C:10]([OH:12])=[O:11])(=[O:6])=[O:7])[CH2:4][CH2:3][CH2:2]1.